This data is from Catalyst prediction with 721,799 reactions and 888 catalyst types from USPTO. The task is: Predict which catalyst facilitates the given reaction. (1) Reactant: Cl[C:2]1[O:3][C:4]([CH2:14][CH2:15][CH2:16][O:17][C:18]2[CH:23]=[CH:22][CH:21]=[CH:20][C:19]=2[CH3:24])=[C:5]([C:7]2[CH:12]=[CH:11][C:10]([Cl:13])=[CH:9][CH:8]=2)[N:6]=1.[NH:25]1[CH:29]=[CH:28][N:27]=[CH:26]1.C(=O)([O-])[O-].[K+].[K+].CN(C)C=O. Product: [Cl:13][C:10]1[CH:11]=[CH:12][C:7]([C:5]2[N:6]=[C:2]([N:25]3[CH:29]=[CH:28][N:27]=[CH:26]3)[O:3][C:4]=2[CH2:14][CH2:15][CH2:16][O:17][C:18]2[CH:23]=[CH:22][CH:21]=[CH:20][C:19]=2[CH3:24])=[CH:8][CH:9]=1. The catalyst class is: 6. (2) Reactant: [C:1](O)(=[O:4])[CH:2]=[CH2:3].O=C1N(P(Cl)(N2CCOC2=O)=O)CCO1.C(N(CC)C(C)C)(C)C.[NH2:30][C:31]1[CH:32]=[C:33]([CH:55]=[CH:56][CH:57]=1)[O:34][C:35]1[N:40]=[CH:39][N:38]=[C:37]([NH2:41])[C:36]=1[C:42]1[CH:47]=[CH:46][C:45]([O:48][C:49]2[CH:54]=[CH:53][CH:52]=[CH:51][CH:50]=2)=[CH:44][CH:43]=1. Product: [NH2:41][C:37]1[N:38]=[CH:39][N:40]=[C:35]([O:34][C:33]2[CH:32]=[C:31]([NH:30][C:1](=[O:4])[CH:2]=[CH2:3])[CH:57]=[CH:56][CH:55]=2)[C:36]=1[C:42]1[CH:43]=[CH:44][C:45]([O:48][C:49]2[CH:54]=[CH:53][CH:52]=[CH:51][CH:50]=2)=[CH:46][CH:47]=1. The catalyst class is: 12.